From a dataset of Peptide-MHC class I binding affinity with 185,985 pairs from IEDB/IMGT. Regression. Given a peptide amino acid sequence and an MHC pseudo amino acid sequence, predict their binding affinity value. This is MHC class I binding data. (1) The peptide sequence is LMYPTTLLK. The MHC is HLA-A03:01 with pseudo-sequence HLA-A03:01. The binding affinity (normalized) is 0.854. (2) The peptide sequence is ALYLLDGLR. The MHC is HLA-A26:03 with pseudo-sequence HLA-A26:03. The binding affinity (normalized) is 0.361.